From a dataset of M1 muscarinic receptor antagonist screen with 61,756 compounds. Binary Classification. Given a drug SMILES string, predict its activity (active/inactive) in a high-throughput screening assay against a specified biological target. (1) The drug is FC(F)(F)c1cc(NC(=O)C)c(OCC2OCCC2)cc1. The result is 0 (inactive). (2) The result is 0 (inactive). The compound is S1C(Cc2c3c(sc2C1)n1c(n(c3=O)C)=NCC1)(C)C. (3) The molecule is S(=O)(=O)(N1CC(CCC1)C(=O)Nc1c(n(n(c1=O)c1ccccc1)C)C)c1[nH]cnc1. The result is 0 (inactive). (4) The molecule is OC(=O)c1cc(n2nnnc2)ccc1. The result is 0 (inactive). (5) The molecule is S(C(CC)C(=O)Nc1sc(nn1)CC(OCC)=O)c1nc2n(c3c(c2nn1)cccc3)C. The result is 0 (inactive).